From a dataset of Forward reaction prediction with 1.9M reactions from USPTO patents (1976-2016). Predict the product of the given reaction. (1) Given the reactants [CH3:1][O:2][C:3]([C:5]1[C:13]2[N:12]=[C:11]([NH2:14])[NH:10][C:9]=2[CH:8]=[CH:7][CH:6]=1)=[O:4].CO[C:17](=O)[C:18]1C=C(C)C=C([N+]([O-])=O)[C:19]=1N, predict the reaction product. The product is: [CH3:1][O:2][C:3]([C:5]1[C:13]2[N:12]=[C:11]([NH2:14])[NH:10][C:9]=2[CH:8]=[C:7]([CH2:17][CH2:18][CH3:19])[CH:6]=1)=[O:4]. (2) Given the reactants CCN(C(C)C)C(C)C.CN(C(ON1N=NC2C=CC=NC1=2)=[N+](C)C)C.F[P-](F)(F)(F)(F)F.[CH3:34][C@H:35]1[NH:40][CH2:39][C@H:38]([C:41]([O:43][CH3:44])=[O:42])[CH2:37][CH2:36]1.C(OC(N1[C@H](C)CC[C@@H](C(OC)=O)C1)=O)(C)(C)C.[F:63][C:64]1[CH:72]=[CH:71][C:67]([C:68](O)=[O:69])=[C:66]([N:73]2[N:77]=[CH:76][CH:75]=[N:74]2)[CH:65]=1.C([O-])(O)=O.[Na+], predict the reaction product. The product is: [F:63][C:64]1[CH:72]=[CH:71][C:67]([C:68]([N:40]2[C@H:35]([CH3:34])[CH2:36][CH2:37][C@@H:38]([C:41]([O:43][CH3:44])=[O:42])[CH2:39]2)=[O:69])=[C:66]([N:73]2[N:77]=[CH:76][CH:75]=[N:74]2)[CH:65]=1. (3) Given the reactants [OH:1][C@H:2]([C:24]1[CH:29]=[CH:28][CH:27]=[CH:26][CH:25]=1)[C@@H:3]([C:14]1[CH:23]=[CH:22][C:21]2[C:16](=[CH:17][CH:18]=[CH:19][CH:20]=2)[CH:15]=1)[CH2:4][N:5]([CH3:13])[C:6](=O)OC(C)(C)C.[H-].[H-].[H-].[H-].[Li+].[Al+3].Cl, predict the reaction product. The product is: [CH3:13][N:5]([CH3:6])[CH2:4][C@H:3]([C:14]1[CH:23]=[CH:22][C:21]2[C:16](=[CH:17][CH:18]=[CH:19][CH:20]=2)[CH:15]=1)[C@@H:2]([C:24]1[CH:25]=[CH:26][CH:27]=[CH:28][CH:29]=1)[OH:1]. (4) Given the reactants [NH2:1][C:2]1[CH:10]=[CH:9][C:5]([C:6]([OH:8])=[O:7])=[CH:4][CH:3]=1.Br[CH2:12][CH2:13][CH2:14][C:15](OCC)=[O:16], predict the reaction product. The product is: [N:1]1([C:2]2[CH:10]=[CH:9][C:5]([C:6]([OH:8])=[O:7])=[CH:4][CH:3]=2)[CH2:12][CH2:13][CH2:14][C:15]1=[O:16]. (5) Given the reactants [CH:1]([O:4][C:5]1[N:9]([C:10]2[CH:15]=[CH:14][C:13]([S:16]([CH3:19])(=[O:18])=[O:17])=[CH:12][N:11]=2)[N:8]=[C:7]([C:20]([F:23])([F:22])[F:21])[CH:6]=1)([CH3:3])[CH3:2].[Cl:24]N1C(=O)CCC1=O, predict the reaction product. The product is: [CH:1]([O:4][C:5]1[N:9]([C:10]2[CH:15]=[CH:14][C:13]([S:16]([CH3:19])(=[O:17])=[O:18])=[CH:12][N:11]=2)[N:8]=[C:7]([C:20]([F:23])([F:21])[F:22])[C:6]=1[Cl:24])([CH3:3])[CH3:2].